From a dataset of Forward reaction prediction with 1.9M reactions from USPTO patents (1976-2016). Predict the product of the given reaction. Given the reactants [CH2:1]([NH:8][S:9]([C:12]1[CH:21]=[CH:20][C:15]([C:16]([O:18][CH3:19])=[O:17])=[CH:14][CH:13]=1)(=[O:11])=[O:10])[C:2]1[CH:7]=[CH:6][CH:5]=[CH:4][CH:3]=1.Cl[C:23]1[CH:28]=[C:27]([C:29]([F:32])([F:31])[F:30])[CH:26]=[CH:25][N:24]=1, predict the reaction product. The product is: [CH2:1]([N:8]([C:23]1[CH:28]=[C:27]([C:29]([F:32])([F:31])[F:30])[CH:26]=[CH:25][N:24]=1)[S:9]([C:12]1[CH:13]=[CH:14][C:15]([C:16]([O:18][CH3:19])=[O:17])=[CH:20][CH:21]=1)(=[O:11])=[O:10])[C:2]1[CH:3]=[CH:4][CH:5]=[CH:6][CH:7]=1.